From a dataset of Full USPTO retrosynthesis dataset with 1.9M reactions from patents (1976-2016). Predict the reactants needed to synthesize the given product. (1) Given the product [ClH:13].[CH3:9][O:7][C:6](=[O:8])[CH:2]([NH2:1])[CH2:3][CH2:4][OH:5], predict the reactants needed to synthesize it. The reactants are: [NH2:1][CH:2]([C:6]([OH:8])=[O:7])[CH2:3][CH2:4][OH:5].[CH3:9][Si]([Cl:13])(C)C. (2) Given the product [C:32]([C@H:28]1[CH2:29][CH2:30][CH2:31][N:27]1[C:25](=[O:26])[CH2:24][O:23][C:18]1[CH:17]=[C:16]([CH:21]=[C:20]([OH:22])[CH:19]=1)[O:15][CH2:14][C:13]([N:9]1[CH2:10][CH2:11][CH2:12][C@@H:8]1[C:6]([OH:7])=[O:5])=[O:39])([OH:34])=[O:33], predict the reactants needed to synthesize it. The reactants are: C([O:5][C:6]([C@H:8]1[CH2:12][CH2:11][CH2:10][N:9]1[C:13](=[O:39])[CH2:14][O:15][C:16]1[CH:21]=[C:20]([OH:22])[CH:19]=[C:18]([O:23][CH2:24][C:25]([N:27]2[CH2:31][CH2:30][CH2:29][C@@H:28]2[C:32]([O:34]C(C)(C)C)=[O:33])=[O:26])[CH:17]=1)=[O:7])(C)(C)C. (3) Given the product [Br:12][C:9]1[CH:10]=[CH:11][C:6]([O:5][CH2:4][C@@H:3]([CH3:13])[CH2:2][N:28]2[CH2:29][CH2:30][CH:25]([C:21]3[CH:20]=[C:19]([NH:18][C:16](=[O:17])[CH:15]([CH3:14])[CH3:31])[CH:24]=[CH:23][CH:22]=3)[CH2:26][CH2:27]2)=[CH:7][CH:8]=1, predict the reactants needed to synthesize it. The reactants are: Cl[CH2:2][C@H:3]([CH3:13])[CH2:4][O:5][C:6]1[CH:11]=[CH:10][C:9]([Br:12])=[CH:8][CH:7]=1.[CH3:14][CH:15]([CH3:31])[C:16]([NH:18][C:19]1[CH:24]=[CH:23][CH:22]=[C:21]([CH:25]2[CH2:30][CH2:29][NH:28][CH2:27][CH2:26]2)[CH:20]=1)=[O:17]. (4) Given the product [C:23]([CH2:22][NH:21][C:19](=[O:20])[C@H:14]([CH2:15][CH:16]([CH3:18])[CH3:17])[NH:13][CH:8]([C:5]1[CH:6]=[CH:7][C:2]([N:54]2[CH2:59][CH2:58][NH:57][CH2:56][CH2:55]2)=[CH:3][CH:4]=1)[C:9]([F:12])([F:11])[F:10])#[N:24], predict the reactants needed to synthesize it. The reactants are: Br[C:2]1[CH:7]=[CH:6][C:5]([CH:8]([NH:13][C@H:14]([C:19]([NH:21][CH2:22][C:23]#[N:24])=[O:20])[CH2:15][CH:16]([CH3:18])[CH3:17])[C:9]([F:12])([F:11])[F:10])=[CH:4][CH:3]=1.C1(C2C=CC=CC=2)C=CC=CC=1P(C(C)(C)C)C(C)(C)C.P([O-])([O-])([O-])=O.[K+].[K+].[K+].[N:54]1(C(OC(C)(C)C)=O)[CH2:59][CH2:58][NH:57][CH2:56][CH2:55]1. (5) Given the product [CH:13]1([C@H:17]([NH:19][C:20]2[N:28]=[C:27]([C:29]([O:31][CH3:32])=[O:30])[N:26]=[C:25]3[C:21]=2[N:22]([CH2:46][C:47]2[CH:52]=[CH:51][C:50]([C:53]([F:54])([F:55])[F:56])=[CH:49][CH:48]=2)[C:23]([CH:33]2[CH2:38][CH2:37][CH2:36][C:35](=[N:12][NH:11][S:8]([C:5]4[CH:6]=[CH:7][C:2]([CH3:1])=[CH:3][CH:4]=4)(=[O:10])=[O:9])[CH:34]2[C:40]2[CH:45]=[CH:44][CH:43]=[CH:42][CH:41]=2)=[N:24]3)[CH3:18])[CH2:16][CH2:15][CH2:14]1, predict the reactants needed to synthesize it. The reactants are: [CH3:1][C:2]1[CH:7]=[CH:6][C:5]([S:8]([NH:11][NH2:12])(=[O:10])=[O:9])=[CH:4][CH:3]=1.[CH:13]1([C@H:17]([NH:19][C:20]2[N:28]=[C:27]([C:29]([O:31][CH3:32])=[O:30])[N:26]=[C:25]3[C:21]=2[N:22]([CH2:46][C:47]2[CH:52]=[CH:51][C:50]([C:53]([F:56])([F:55])[F:54])=[CH:49][CH:48]=2)[C:23]([CH:33]2[CH2:38][CH2:37][CH2:36][C:35](=O)[CH:34]2[C:40]2[CH:45]=[CH:44][CH:43]=[CH:42][CH:41]=2)=[N:24]3)[CH3:18])[CH2:16][CH2:15][CH2:14]1. (6) Given the product [Cl:13][C:7]1[CH:8]=[C:9]2[C:4](=[CH:5][C:6]=1[Cl:14])[N:3]([C@@H:15]1[O:21][C@H:20]([CH2:22][OH:23])[C@@H:18]([OH:19])[C@H:16]1[OH:17])[C:2]([O:25][CH3:24])=[C:10]2[C:11]#[N:12], predict the reactants needed to synthesize it. The reactants are: Cl[C:2]1[N:3]([C@@H:15]2[O:21][C@H:20]([CH2:22][OH:23])[C@@H:18]([OH:19])[C@H:16]2[OH:17])[C:4]2[C:9]([C:10]=1[C:11]#[N:12])=[CH:8][C:7]([Cl:13])=[C:6]([Cl:14])[CH:5]=2.[CH3:24][O-:25].[Na+]. (7) Given the product [F:11][C:12]([F:21])([F:22])[C:13]1[CH:20]=[CH:19][C:16]([CH2:17][O:18][C:2]2[CH:7]=[CH:6][C:5]([N+:8]([O-:10])=[O:9])=[CH:4][CH:3]=2)=[CH:15][CH:14]=1, predict the reactants needed to synthesize it. The reactants are: F[C:2]1[CH:7]=[CH:6][C:5]([N+:8]([O-:10])=[O:9])=[CH:4][CH:3]=1.[F:11][C:12]([F:22])([F:21])[C:13]1[CH:20]=[CH:19][C:16]([CH2:17][OH:18])=[CH:15][CH:14]=1.